This data is from Catalyst prediction with 721,799 reactions and 888 catalyst types from USPTO. The task is: Predict which catalyst facilitates the given reaction. Reactant: Cl.Cl.[CH3:3][N:4]([CH2:6][C:7]1[CH:13]=[CH:12][C:10]([NH2:11])=[CH:9][C:8]=1[C:14]([F:17])([F:16])[F:15])[CH3:5].[Br:18][C:19]1[CH:24]=[CH:23][C:22]([CH2:25][C:26](O)=[O:27])=[C:21]([F:29])[CH:20]=1.CCN(CC)CC.C(Cl)CCl.C1C=CC2N(O)N=NC=2C=1. Product: [Br:18][C:19]1[CH:24]=[CH:23][C:22]([CH2:25][C:26]([NH:11][C:10]2[CH:12]=[CH:13][C:7]([CH2:6][N:4]([CH3:3])[CH3:5])=[C:8]([C:14]([F:16])([F:15])[F:17])[CH:9]=2)=[O:27])=[C:21]([F:29])[CH:20]=1. The catalyst class is: 2.